From a dataset of HIV replication inhibition screening data with 41,000+ compounds from the AIDS Antiviral Screen. Binary Classification. Given a drug SMILES string, predict its activity (active/inactive) in a high-throughput screening assay against a specified biological target. (1) The compound is CON=C1C(n2[nH]c(=O)n(-c3ccccc3)c2=O)C2C=CC1n1c(=O)n(-c3ccccc3)c(=O)n12. The result is 0 (inactive). (2) The compound is CN(C)CC1CCCCC1=NOC(=O)c1ccc(Cl)cc1.Cl. The result is 0 (inactive). (3) The compound is CCN(CC)CCOC(=O)c1nc(O)nc(O)c1N. The result is 0 (inactive). (4) The molecule is CN1C(=O)Cn2c(nn(Cc3ccccc3)c(=O)c2=O)-c2cc(Cl)ccc21. The result is 1 (active).